Dataset: Full USPTO retrosynthesis dataset with 1.9M reactions from patents (1976-2016). Task: Predict the reactants needed to synthesize the given product. Given the product [ClH:1].[Cl:9][C:6]1[CH:5]=[C:4]([C:10]2([C:34]([F:35])([F:37])[F:36])[O:14][N:13]=[C:12]([C:15]3[CH:16]=[C:17]4[C:21](=[CH:22][CH:23]=3)[C:20]3([CH2:24][NH:25][CH2:26]3)[O:19][CH2:18]4)[CH2:11]2)[CH:3]=[C:2]([Cl:1])[C:7]=1[F:8], predict the reactants needed to synthesize it. The reactants are: [Cl:1][C:2]1[CH:3]=[C:4]([C:10]2([C:34]([F:37])([F:36])[F:35])[O:14][N:13]=[C:12]([C:15]3[CH:16]=[C:17]4[C:21](=[CH:22][CH:23]=3)[C:20]3([CH2:26][N:25](C(OC(C)(C)C)=O)[CH2:24]3)[O:19][CH2:18]4)[CH2:11]2)[CH:5]=[C:6]([Cl:9])[C:7]=1[F:8].Cl.